From a dataset of Peptide-MHC class I binding affinity with 185,985 pairs from IEDB/IMGT. Regression. Given a peptide amino acid sequence and an MHC pseudo amino acid sequence, predict their binding affinity value. This is MHC class I binding data. (1) The peptide sequence is KEGKLQCRI. The MHC is HLA-A80:01 with pseudo-sequence HLA-A80:01. The binding affinity (normalized) is 0.0847. (2) The peptide sequence is FETSIKPCV. The MHC is Mamu-A11 with pseudo-sequence Mamu-A11. The binding affinity (normalized) is 0.640. (3) The peptide sequence is TPGPGVRYPL. The MHC is HLA-A30:01 with pseudo-sequence HLA-A30:01. The binding affinity (normalized) is 0.